Dataset: Full USPTO retrosynthesis dataset with 1.9M reactions from patents (1976-2016). Task: Predict the reactants needed to synthesize the given product. (1) Given the product [OH:16][C@H:15]([C:17]1[CH:22]=[CH:21][CH:20]=[CH:19][CH:18]=1)[C:14]([NH:13][CH2:12][CH2:11][C:8]1[CH:7]=[CH:6][C:5]([N+:2]([O-:4])=[O:3])=[CH:10][CH:9]=1)=[O:23], predict the reactants needed to synthesize it. The reactants are: Cl.[N+:2]([C:5]1[CH:10]=[CH:9][C:8]([CH2:11][CH2:12][NH2:13])=[CH:7][CH:6]=1)([O-:4])=[O:3].[C:14](O)(=[O:23])[C@@H:15]([C:17]1[CH:22]=[CH:21][CH:20]=[CH:19][CH:18]=1)[OH:16].OC1C2N=NNC=2C=CC=1.Cl.CN(C)CCCN=C=NCC. (2) Given the product [Cl:19][C:15]1[CH:14]=[C:13]([CH:18]=[CH:17][CH:16]=1)[O:1][C:2]1[CH:3]=[C:4]([CH:7]=[CH:8][C:9]=1[O:10][CH3:11])[CH:5]=[O:6], predict the reactants needed to synthesize it. The reactants are: [OH:1][C:2]1[CH:3]=[C:4]([CH:7]=[CH:8][C:9]=1[O:10][CH3:11])[CH:5]=[O:6].I[C:13]1[CH:18]=[CH:17][CH:16]=[C:15]([Cl:19])[CH:14]=1.C([O-])([O-])=O.[Cs+].[Cs+].CN(C)CC(O)=O.Cl. (3) Given the product [CH3:1][C:2]1[CH:3]=[C:4]2[C:8](=[CH:9][CH:10]=1)[N:7](/[CH:18]=[CH:17]\[C:19]1[CH:24]=[N:23][C:22]([CH3:25])=[CH:21][CH:20]=1)[C:6]1[CH2:11][C@H:12]3[NH:16][C@@H:15]([C:5]2=1)[CH2:14][CH2:13]3, predict the reactants needed to synthesize it. The reactants are: [CH3:1][C:2]1[CH:3]=[C:4]2[C:8](=[CH:9][CH:10]=1)[NH:7][C:6]1[CH2:11][CH:12]3[NH:16][CH:15]([C:5]2=1)[CH2:14][CH2:13]3.[C:17]([C:19]1[CH:20]=[CH:21][C:22]([CH3:25])=[N:23][CH:24]=1)#[CH:18]. (4) Given the product [Br:1][C:2]1[S:3][C:4]([S:11]([Cl:10])(=[O:13])=[O:12])=[CH:5][C:6]=1[C:7]([OH:9])=[O:8], predict the reactants needed to synthesize it. The reactants are: [Br:1][C:2]1[S:3][CH:4]=[CH:5][C:6]=1[C:7]([OH:9])=[O:8].[Cl:10][S:11](O)(=[O:13])=[O:12]. (5) Given the product [Cl:27][C:23]1[CH:22]=[C:21]([C:16]2[NH:15][C:14]([N:11]3[CH2:12][CH2:13][NH:8][CH2:9][CH2:10]3)=[C:18]([C:19]#[N:20])[CH:17]=2)[CH:26]=[CH:25][N:24]=1, predict the reactants needed to synthesize it. The reactants are: C(OC([N:8]1[CH2:13][CH2:12][N:11]([C:14]2[NH:15][C:16]([C:21]3[CH:26]=[CH:25][N:24]=[C:23]([Cl:27])[CH:22]=3)=[CH:17][C:18]=2[C:19]#[N:20])[CH2:10][CH2:9]1)=O)(C)(C)C.FC(F)(F)C(O)=O. (6) Given the product [Cl:3][C:4]1[C:9]([C:10]2[CH:15]=[CH:14][CH:13]=[C:12]([F:16])[CH:11]=2)=[CH:8][C:7]([OH:17])=[C:6]([C:24]2[CH:29]=[CH:28][N:27]=[N:26][CH:25]=2)[CH:5]=1, predict the reactants needed to synthesize it. The reactants are: [F-].[Cs+].[Cl:3][C:4]1[C:9]([C:10]2[CH:15]=[CH:14][CH:13]=[C:12]([F:16])[CH:11]=2)=[CH:8][C:7]([OH:17])=[C:6](I)[CH:5]=1.C([Sn](CCCC)(CCCC)[C:24]1[CH:29]=[CH:28][N:27]=[N:26][CH:25]=1)CCC. (7) Given the product [OH:1][CH:2]1[C:6]2=[N+:7]([O-:30])[CH:8]=[CH:9][CH:10]=[C:5]2[C:4](=[O:11])[N:3]1[C:12]1[CH:13]=[N:14][N:15]([CH2:17][C:18]([F:21])([F:20])[F:19])[CH:16]=1, predict the reactants needed to synthesize it. The reactants are: [OH:1][CH:2]1[C:6]2=[N:7][CH:8]=[CH:9][CH:10]=[C:5]2[C:4](=[O:11])[N:3]1[C:12]1[CH:13]=[N:14][N:15]([CH2:17][C:18]([F:21])([F:20])[F:19])[CH:16]=1.C1C=C(Cl)C=C(C(OO)=[O:30])C=1.